From a dataset of Reaction yield outcomes from USPTO patents with 853,638 reactions. Predict the reaction yield, written as a fraction of the theoretical maximum amount of product (1.0 means a 100% yield; for example, 0.34 means a 34% yield). The reactants are [C:1]([O:5][C:6](=[O:20])[NH:7][C:8]12[CH2:15][CH:14]3[CH2:16][C:10]([CH2:17][C:18]#[N:19])([CH2:11][CH:12]1[CH2:13]3)[CH2:9]2)([CH3:4])([CH3:3])[CH3:2].[CH2:21]([OH:23])C.Cl.[NH2:25]O.C([O-])([O-])=O.[Na+].[Na+]. The catalyst is O. The product is [C:1]([O:5][C:6](=[O:20])[NH:7][C:8]12[CH2:15][CH:14]3[CH2:16][C:10]([CH2:17][C:18]4[N:25]=[CH:21][O:23][N:19]=4)([CH2:11][CH:12]1[CH2:13]3)[CH2:9]2)([CH3:4])([CH3:2])[CH3:3]. The yield is 0.510.